This data is from Reaction yield outcomes from USPTO patents with 853,638 reactions. The task is: Predict the reaction yield, written as a fraction of the theoretical maximum amount of product (1.0 means a 100% yield; for example, 0.34 means a 34% yield). The reactants are [Si]([O:8][CH2:9][C@@H:10]1[O:14][C:13]([CH3:16])([CH3:15])[O:12][C@H:11]1[CH2:17][N:18]1[C:28]2=[C:29]3[C:24](=[CH:25][CH:26]=[CH:27]2)[C:23]([CH3:31])([CH3:30])[CH2:22][CH2:21][N:20]3[C:19]1=[O:32])(C(C)(C)C)(C)C. The catalyst is C1COCC1.O. The product is [OH:8][CH2:9][C@@H:10]1[O:14][C:13]([CH3:16])([CH3:15])[O:12][C@H:11]1[CH2:17][N:18]1[C:28]2=[C:29]3[C:24](=[CH:25][CH:26]=[CH:27]2)[C:23]([CH3:31])([CH3:30])[CH2:22][CH2:21][N:20]3[C:19]1=[O:32]. The yield is 0.720.